From a dataset of Peptide-MHC class I binding affinity with 185,985 pairs from IEDB/IMGT. Regression. Given a peptide amino acid sequence and an MHC pseudo amino acid sequence, predict their binding affinity value. This is MHC class I binding data. The peptide sequence is KSAFYQSYL. The MHC is HLA-A69:01 with pseudo-sequence HLA-A69:01. The binding affinity (normalized) is 0.0847.